Task: Regression. Given two drug SMILES strings and cell line genomic features, predict the synergy score measuring deviation from expected non-interaction effect.. Dataset: NCI-60 drug combinations with 297,098 pairs across 59 cell lines (1) Synergy scores: CSS=-0.955, Synergy_ZIP=-0.451, Synergy_Bliss=-3.57, Synergy_Loewe=-2.61, Synergy_HSA=-3.82. Cell line: MCF7. Drug 2: C(CN)CNCCSP(=O)(O)O. Drug 1: C1=NC2=C(N=C(N=C2N1C3C(C(C(O3)CO)O)F)Cl)N. (2) Drug 1: C1C(C(OC1N2C=C(C(=O)NC2=O)F)CO)O. Drug 2: CC(C)CN1C=NC2=C1C3=CC=CC=C3N=C2N. Cell line: UACC62. Synergy scores: CSS=23.9, Synergy_ZIP=-9.53, Synergy_Bliss=-6.36, Synergy_Loewe=-17.3, Synergy_HSA=-5.73. (3) Drug 1: C1=CC=C(C=C1)NC(=O)CCCCCCC(=O)NO. Drug 2: CC1(CCCN1)C2=NC3=C(C=CC=C3N2)C(=O)N. Cell line: SK-OV-3. Synergy scores: CSS=57.2, Synergy_ZIP=5.17, Synergy_Bliss=10.2, Synergy_Loewe=-30.9, Synergy_HSA=8.37. (4) Drug 1: CC=C1C(=O)NC(C(=O)OC2CC(=O)NC(C(=O)NC(CSSCCC=C2)C(=O)N1)C(C)C)C(C)C. Drug 2: C1=CN(C=N1)CC(O)(P(=O)(O)O)P(=O)(O)O. Cell line: SK-MEL-5. Synergy scores: CSS=61.1, Synergy_ZIP=4.30, Synergy_Bliss=-0.366, Synergy_Loewe=-63.8, Synergy_HSA=-2.42. (5) Drug 1: CN(C)N=NC1=C(NC=N1)C(=O)N. Drug 2: CC1=C(C(=O)C2=C(C1=O)N3CC4C(C3(C2COC(=O)N)OC)N4)N. Cell line: UACC-257. Synergy scores: CSS=6.39, Synergy_ZIP=-0.624, Synergy_Bliss=-2.43, Synergy_Loewe=-17.9, Synergy_HSA=-7.86. (6) Drug 1: CC12CCC(CC1=CCC3C2CCC4(C3CC=C4C5=CN=CC=C5)C)O. Drug 2: N.N.Cl[Pt+2]Cl. Cell line: SNB-19. Synergy scores: CSS=5.79, Synergy_ZIP=0.759, Synergy_Bliss=6.18, Synergy_Loewe=2.82, Synergy_HSA=3.74.